Dataset: Catalyst prediction with 721,799 reactions and 888 catalyst types from USPTO. Task: Predict which catalyst facilitates the given reaction. Reactant: [CH:1]1([NH2:4])[CH2:3][CH2:2]1.C[Al](C)C.[Br:9][C:10]1[CH:11]=[C:12]2[C:16](=[CH:17][CH:18]=1)[C:15](=[O:19])[O:14][CH2:13]2.Cl. Product: [Br:9][C:10]1[CH:18]=[CH:17][C:16]([C:15]([NH:4][CH:1]2[CH2:3][CH2:2]2)=[O:19])=[C:12]([CH2:13][OH:14])[CH:11]=1. The catalyst class is: 2.